Dataset: Full USPTO retrosynthesis dataset with 1.9M reactions from patents (1976-2016). Task: Predict the reactants needed to synthesize the given product. (1) Given the product [F:1][C:2]1[CH:3]=[C:4]([C:9]2([C:10]#[N:11])[CH2:17][CH2:16][O:15][CH2:14][CH2:13]2)[CH:5]=[CH:6][C:7]=1[F:8], predict the reactants needed to synthesize it. The reactants are: [F:1][C:2]1[CH:3]=[C:4]([CH2:9][C:10]#[N:11])[CH:5]=[CH:6][C:7]=1[F:8].Br[CH2:13][CH2:14][O:15][CH2:16][CH2:17]Br.CC([O-])(C)C.[Na+]. (2) Given the product [CH2:1]([NH:8][C:29]([C:23]1[C:24](=[O:28])[NH:25][C:26](=[O:27])[N:21]([C:17]2[CH:18]=[C:19]([CH3:20])[C:14]([O:13][C:12]3[CH:33]=[CH:34][C:35]([O:36][CH3:37])=[C:10]([Br:9])[CH:11]=3)=[C:15]([CH3:32])[CH:16]=2)[N:22]=1)=[O:30])[C:2]1[CH:7]=[CH:6][CH:5]=[CH:4][CH:3]=1, predict the reactants needed to synthesize it. The reactants are: [CH2:1]([NH2:8])[C:2]1[CH:7]=[CH:6][CH:5]=[CH:4][CH:3]=1.[Br:9][C:10]1[CH:11]=[C:12]([CH:33]=[CH:34][C:35]=1[O:36][CH3:37])[O:13][C:14]1[C:19]([CH3:20])=[CH:18][C:17]([N:21]2[C:26](=[O:27])[NH:25][C:24](=[O:28])[C:23]([C:29](O)=[O:30])=[N:22]2)=[CH:16][C:15]=1[CH3:32].CN1CCOCC1.F[P-](F)(F)(F)(F)F.N1(OC(N(C)C)=[N+](C)C)C2C=CC=CC=2N=N1.